Dataset: Reaction yield outcomes from USPTO patents with 853,638 reactions. Task: Predict the reaction yield, written as a fraction of the theoretical maximum amount of product (1.0 means a 100% yield; for example, 0.34 means a 34% yield). (1) The reactants are O[Li].O.C[O:5][C:6]([C:8]1[CH:9]=[C:10]([C:21]2[CH:26]=[CH:25][C:24]([CH3:27])=[CH:23][CH:22]=2)[CH:11]=[C:12]([C:14]2[N:18]([CH2:19][CH3:20])[N:17]=[N:16][N:15]=2)[CH:13]=1)=[O:7]. The catalyst is O.C1COCC1. The product is [CH2:19]([N:18]1[C:14]([C:12]2[CH:13]=[C:8]([C:6]([OH:7])=[O:5])[CH:9]=[C:10]([C:21]3[CH:26]=[CH:25][C:24]([CH3:27])=[CH:23][CH:22]=3)[CH:11]=2)=[N:15][N:16]=[N:17]1)[CH3:20]. The yield is 0.840. (2) The reactants are [N:1]([CH2:4][C:5]1[N:6]=[C:7]([N:10]2[CH2:13][CH:12]([O:14][Si:15]([C:28]([CH3:31])([CH3:30])[CH3:29])([C:22]3[CH:27]=[CH:26][CH:25]=[CH:24][CH:23]=3)[C:16]3[CH:21]=[CH:20][CH:19]=[CH:18][CH:17]=3)[CH2:11]2)[S:8][CH:9]=1)=[N+]=[N-].[C:32]1([S:38](Cl)(=[O:40])=[O:39])[CH:37]=[CH:36][CH:35]=[CH:34][CH:33]=1.C(N(CC)CC)C. The catalyst is CO.[OH-].[Pd+2].[OH-]. The product is [Si:15]([O:14][CH:12]1[CH2:13][N:10]([C:7]2[S:8][CH:9]=[C:5]([CH2:4][NH:1][S:38]([C:32]3[CH:37]=[CH:36][CH:35]=[CH:34][CH:33]=3)(=[O:40])=[O:39])[N:6]=2)[CH2:11]1)([C:28]([CH3:31])([CH3:30])[CH3:29])([C:22]1[CH:27]=[CH:26][CH:25]=[CH:24][CH:23]=1)[C:16]1[CH:21]=[CH:20][CH:19]=[CH:18][CH:17]=1. The yield is 0.280.